From a dataset of Peptide-MHC class II binding affinity with 134,281 pairs from IEDB. Regression. Given a peptide amino acid sequence and an MHC pseudo amino acid sequence, predict their binding affinity value. This is MHC class II binding data. The peptide sequence is HMAKEDLVANQPNLK. The MHC is HLA-DQA10301-DQB10301 with pseudo-sequence HLA-DQA10301-DQB10301. The binding affinity (normalized) is 0.0321.